From a dataset of Forward reaction prediction with 1.9M reactions from USPTO patents (1976-2016). Predict the product of the given reaction. (1) Given the reactants [Cl:1][C:2]1[CH:7]=[C:6](/[CH:8]=[CH:9]/[CH:10]([C:15]2[CH:20]=[C:19]([Cl:21])[C:18]([Cl:22])=[C:17]([Cl:23])[CH:16]=2)[C:11]([F:14])([F:13])[F:12])[CH:5]=[CH:4][C:3]=1[CH2:24][NH2:25].Cl[C:27](=[O:32])[C:28]([O:30][CH3:31])=[O:29], predict the reaction product. The product is: [Cl:1][C:2]1[CH:7]=[C:6](/[CH:8]=[CH:9]/[CH:10]([C:15]2[CH:20]=[C:19]([Cl:21])[C:18]([Cl:22])=[C:17]([Cl:23])[CH:16]=2)[C:11]([F:14])([F:13])[F:12])[CH:5]=[CH:4][C:3]=1[CH2:24][NH:25][C:27](=[O:32])[C:28]([O:30][CH3:31])=[O:29]. (2) Given the reactants [F:1][C:2]1[CH:25]=[CH:24][C:5]([CH2:6][N:7]2[C:11](=[O:12])[N:10]([C:13]3[S:14][C:15]([C:19](OCC)=[O:20])=[C:16]([CH3:18])[N:17]=3)[CH:9]=[N:8]2)=[CH:4][CH:3]=1.[H-].[Al+3].[Li+].[H-].[H-].[H-], predict the reaction product. The product is: [F:1][C:2]1[CH:25]=[CH:24][C:5]([CH2:6][N:7]2[C:11](=[O:12])[N:10]([C:13]3[S:14][C:15]([CH2:19][OH:20])=[C:16]([CH3:18])[N:17]=3)[CH:9]=[N:8]2)=[CH:4][CH:3]=1. (3) Given the reactants C([O:3][C:4]([C:6]1[N:7]([CH3:29])[CH:8]=[C:9]([NH:11][C:12]([C:14]2[N:15]([CH3:28])[CH:16]=[C:17]([NH:19][C:20]([C:22]3[N:23]([CH3:27])[CH:24]=[CH:25][N:26]=3)=[O:21])[CH:18]=2)=[O:13])[N:10]=1)=[O:5])C.[OH-].[Na+:31].Cl.C(O)(C)C, predict the reaction product. The product is: [CH3:29][N:7]1[CH:8]=[C:9]([NH:11][C:12]([C:14]2[N:15]([CH3:28])[CH:16]=[C:17]([NH:19][C:20]([C:22]3[N:23]([CH3:27])[CH:24]=[CH:25][N:26]=3)=[O:21])[CH:18]=2)=[O:13])[N:10]=[C:6]1[C:4]([O-:5])=[O:3].[Na+:31].